Dataset: Reaction yield outcomes from USPTO patents with 853,638 reactions. Task: Predict the reaction yield, written as a fraction of the theoretical maximum amount of product (1.0 means a 100% yield; for example, 0.34 means a 34% yield). (1) The reactants are C1N=CN(C(N2C=NC=C2)=O)C=1.[CH2:13]([O:15][P:16]([CH2:21][C:22]([OH:24])=O)([O:18][CH2:19][CH3:20])=[O:17])[CH3:14].[F:25][C:26]1[CH:27]=[C:28]([CH:51]=[CH:52][CH:53]=1)[CH2:29][N:30]1[C:38]2[C:33](=[CH:34][C:35]([NH:39][C:40]3[C:41]4[CH:49]=[C:48]([NH2:50])[N:47]=[CH:46][C:42]=4[N:43]=[CH:44][N:45]=3)=[CH:36][CH:37]=2)[CH:32]=[N:31]1.CC(N(C)C)=O. The catalyst is C1COCC1.O.C(Cl)Cl.ClCCl.CO. The product is [F:25][C:26]1[CH:27]=[C:28]([CH:51]=[CH:52][CH:53]=1)[CH2:29][N:30]1[C:38]2[C:33](=[CH:34][C:35]([NH:39][C:40]3[C:41]4[CH:49]=[C:48]([NH:50][C:22](=[O:24])[CH2:21][P:16](=[O:17])([O:15][CH2:13][CH3:14])[O:18][CH2:19][CH3:20])[N:47]=[CH:46][C:42]=4[N:43]=[CH:44][N:45]=3)=[CH:36][CH:37]=2)[CH:32]=[N:31]1. The yield is 0.870. (2) The reactants are Br[C:2]1[CH:7]=[C:6]([Cl:8])[C:5]([CH3:9])=[CH:4][C:3]=1[F:10].[Cu][C:12]#[N:13]. The catalyst is CN1C(=O)CCC1.[Cu]I. The product is [Cl:8][C:6]1[C:5]([CH3:9])=[CH:4][C:3]([F:10])=[C:2]([CH:7]=1)[C:12]#[N:13]. The yield is 0.450.